Predict which catalyst facilitates the given reaction. From a dataset of Catalyst prediction with 721,799 reactions and 888 catalyst types from USPTO. Reactant: CC(OI1(OC(C)=O)(OC(C)=O)OC(=O)[C:11]2[CH:10]=[CH:9][CH:8]=[CH:7][C:6]1=2)=O.[Si:23]([O:40][CH2:41][CH:42]([NH:45][C:46]([NH:48][CH:49]1[CH2:54][CH2:53][N:52]([C:55]([O:57][C:58]([CH3:61])([CH3:60])[CH3:59])=[O:56])[CH2:51][CH2:50]1)=[O:47])[CH2:43]O)([C:36]([CH3:39])([CH3:38])[CH3:37])([C:30]1[CH:35]=[CH:34][CH:33]=[CH:32][CH:31]=1)C1C=CC=CC=1. Product: [Si:23]([O:40][CH2:41][C:42]1[NH:45][C:46](=[O:47])[N:48]([CH:49]2[CH2:50][CH2:51][N:52]([C:55]([O:57][C:58]([CH3:61])([CH3:60])[CH3:59])=[O:56])[CH2:53][CH2:54]2)[CH:43]=1)([C:36]([CH3:39])([CH3:37])[CH3:38])([C:11]1[CH:6]=[CH:7][CH:8]=[CH:9][CH:10]=1)[C:30]1[CH:31]=[CH:32][CH:33]=[CH:34][CH:35]=1. The catalyst class is: 4.